Dataset: Retrosynthesis with 50K atom-mapped reactions and 10 reaction types from USPTO. Task: Predict the reactants needed to synthesize the given product. Given the product C[C@@H]1Cc2c(N3CCN(C)CC3)c(F)cc3c(=O)c(C(=O)O)cn1c23, predict the reactants needed to synthesize it. The reactants are: CN1CCNCC1.C[C@@H]1Cc2c(F)c(F)cc3c(=O)c(C(=O)O)cn1c23.